This data is from Full USPTO retrosynthesis dataset with 1.9M reactions from patents (1976-2016). The task is: Predict the reactants needed to synthesize the given product. (1) The reactants are: [OH:1][C:2]1[CH:3]=[C:4]([C:11]([F:14])([F:13])[F:12])[CH:5]=[C:6]([N+:8]([O-:10])=[O:9])[CH:7]=1.O[C@H:16]1[CH2:20][CH2:19][O:18][CH2:17]1.C1C=CC(P(C2C=CC=CC=2)C2C=CC=CC=2)=CC=1.CC(OC(/N=N/C(OC(C)C)=O)=O)C. Given the product [N+:8]([C:6]1[CH:7]=[C:2]([CH:3]=[C:4]([C:11]([F:12])([F:13])[F:14])[CH:5]=1)[O:1][CH:16]1[CH2:20][CH2:19][O:18][CH2:17]1)([O-:10])=[O:9], predict the reactants needed to synthesize it. (2) Given the product [C:15]([O:14][C:13](=[O:19])[N:12]([CH3:20])[CH2:11][C:10]1[CH:9]=[CH:8][CH:23]=[C:22]([C:6]#[C:5][Si:1]([CH3:4])([CH3:3])[CH3:2])[CH:21]=1)([CH3:18])([CH3:17])[CH3:16], predict the reactants needed to synthesize it. The reactants are: [Si:1]([C:5]#[CH:6])([CH3:4])([CH3:3])[CH3:2].Br[C:8]1[CH:9]=[C:10]([CH:21]=[CH:22][CH:23]=1)[CH2:11][N:12]([CH3:20])[C:13](=[O:19])[O:14][C:15]([CH3:18])([CH3:17])[CH3:16].